Dataset: NCI-60 drug combinations with 297,098 pairs across 59 cell lines. Task: Regression. Given two drug SMILES strings and cell line genomic features, predict the synergy score measuring deviation from expected non-interaction effect. (1) Drug 1: CC12CCC3C(C1CCC2O)C(CC4=C3C=CC(=C4)O)CCCCCCCCCS(=O)CCCC(C(F)(F)F)(F)F. Drug 2: C1C(C(OC1N2C=NC(=NC2=O)N)CO)O. Cell line: RPMI-8226. Synergy scores: CSS=25.6, Synergy_ZIP=0.129, Synergy_Bliss=-0.241, Synergy_Loewe=-36.5, Synergy_HSA=-3.56. (2) Drug 1: CC12CCC3C(C1CCC2O)C(CC4=C3C=CC(=C4)O)CCCCCCCCCS(=O)CCCC(C(F)(F)F)(F)F. Drug 2: C1=NC2=C(N1)C(=S)N=CN2. Cell line: HCT116. Synergy scores: CSS=34.3, Synergy_ZIP=-1.44, Synergy_Bliss=-0.773, Synergy_Loewe=-5.69, Synergy_HSA=1.61. (3) Drug 1: CC1OCC2C(O1)C(C(C(O2)OC3C4COC(=O)C4C(C5=CC6=C(C=C35)OCO6)C7=CC(=C(C(=C7)OC)O)OC)O)O. Drug 2: C1C(C(OC1N2C=NC3=C(N=C(N=C32)Cl)N)CO)O. Cell line: CCRF-CEM. Synergy scores: CSS=80.1, Synergy_ZIP=0.482, Synergy_Bliss=0.794, Synergy_Loewe=0.532, Synergy_HSA=2.94. (4) Drug 1: C1C(C(OC1N2C=C(C(=O)NC2=O)F)CO)O. Drug 2: CN1C2=C(C=C(C=C2)N(CCCl)CCCl)N=C1CCCC(=O)O.Cl. Cell line: OVCAR3. Synergy scores: CSS=-5.14, Synergy_ZIP=-1.69, Synergy_Bliss=1.35, Synergy_Loewe=-19.8, Synergy_HSA=-4.69. (5) Drug 1: C1CCC(CC1)NC(=O)N(CCCl)N=O. Drug 2: C1=CC=C(C=C1)NC(=O)CCCCCCC(=O)NO. Cell line: U251. Synergy scores: CSS=36.3, Synergy_ZIP=-10.5, Synergy_Bliss=-5.05, Synergy_Loewe=-3.43, Synergy_HSA=-3.04. (6) Drug 1: C1CN1P(=S)(N2CC2)N3CC3. Drug 2: CCN(CC)CCNC(=O)C1=C(NC(=C1C)C=C2C3=C(C=CC(=C3)F)NC2=O)C. Cell line: K-562. Synergy scores: CSS=26.2, Synergy_ZIP=-4.39, Synergy_Bliss=2.64, Synergy_Loewe=3.60, Synergy_HSA=4.09. (7) Drug 1: CC12CCC3C(C1CCC2O)C(CC4=C3C=CC(=C4)O)CCCCCCCCCS(=O)CCCC(C(F)(F)F)(F)F. Drug 2: C1CN(P(=O)(OC1)NCCCl)CCCl. Cell line: A549. Synergy scores: CSS=-2.51, Synergy_ZIP=1.85, Synergy_Bliss=1.21, Synergy_Loewe=-1.41, Synergy_HSA=-1.24.